Dataset: Catalyst prediction with 721,799 reactions and 888 catalyst types from USPTO. Task: Predict which catalyst facilitates the given reaction. (1) Reactant: C([N:14]1[CH2:17][C:16]([CH2:20][NH:21][C:22](=[O:27])[C:23]([F:26])([F:25])[F:24])([CH2:18][CH3:19])[CH2:15]1)(C1C=CC=CC=1)C1C=CC=CC=1.Cl. Product: [CH2:18]([C:16]1([CH2:20][NH:21][C:22](=[O:27])[C:23]([F:24])([F:26])[F:25])[CH2:15][NH:14][CH2:17]1)[CH3:19]. The catalyst class is: 19. (2) The catalyst class is: 6. Reactant: [F:1][C:2]1[C:3]([NH:16][C:17]2[CH:18]=[C:19](NC(=O)C=C)C=C[CH:22]=2)=[N:4][C:5]([NH:8][C:9]2[CH:14]=[CH:13][C:12]([OH:15])=[CH:11][CH:10]=2)=[N:6][CH:7]=1.C[N+:29]1([O-])[CH2:34][CH2:33][O:32][CH2:31][CH2:30]1.[C:36](OCC)(=[O:38])C.C1C[O:45]CC1. Product: [F:1][C:2]1[C:3]([NH:16][C:17]2[CH:22]=[C:34]([NH:29][C:30](=[O:45])[CH:31]([OH:32])[CH2:36][OH:38])[CH:33]=[CH:19][CH:18]=2)=[N:4][C:5]([NH:8][C:9]2[CH:10]=[CH:11][C:12]([OH:15])=[CH:13][CH:14]=2)=[N:6][CH:7]=1. (3) Reactant: [CH3:1][O:2][C:3]1[CH:24]=[CH:23][C:6]([CH2:7][N:8]2[C:12]([C:13]([O:15][CH3:16])=[O:14])=[CH:11][C:10]([N:17]3[C:21](=[O:22])[NH:20][N:19]=[CH:18]3)=[N:9]2)=[CH:5][CH:4]=1.[F:25][C:26]1[CH:33]=[CH:32][C:29]([CH2:30]Br)=[CH:28][CH:27]=1.C(=O)([O-])[O-].[K+].[K+]. Product: [F:25][C:26]1[CH:33]=[CH:32][C:29]([CH2:30][N:20]2[C:21](=[O:22])[N:17]([C:10]3[CH:11]=[C:12]([C:13]([O:15][CH3:16])=[O:14])[N:8]([CH2:7][C:6]4[CH:5]=[CH:4][C:3]([O:2][CH3:1])=[CH:24][CH:23]=4)[N:9]=3)[CH:18]=[N:19]2)=[CH:28][CH:27]=1. The catalyst class is: 21. (4) Reactant: [Cl:1][C:2]1[C:3]([F:31])=[C:4]([CH:8]2[CH2:12][N:11]([C:13](Cl)=[O:14])[CH:10]([CH2:16][C:17]([CH3:20])([CH3:19])[CH3:18])[C:9]2([C:23]2[CH:28]=[CH:27][C:26]([Cl:29])=[CH:25][C:24]=2[F:30])[C:21]#[N:22])[CH:5]=[CH:6][CH:7]=1.CC1(C)[O:37][C@@H:36]([CH2:38][CH2:39][NH2:40])[CH2:35][O:34]1.C(N(CC)CC)C.Cl. Product: [OH:37][C@H:36]([CH2:35][OH:34])[CH2:38][CH2:39][NH:40][C:13]([N:11]1[CH2:12][CH:8]([C:4]2[CH:5]=[CH:6][CH:7]=[C:2]([Cl:1])[C:3]=2[F:31])[C:9]([C:23]2[CH:28]=[CH:27][C:26]([Cl:29])=[CH:25][C:24]=2[F:30])([C:21]#[N:22])[CH:10]1[CH2:16][C:17]([CH3:20])([CH3:18])[CH3:19])=[O:14]. The catalyst class is: 7.